This data is from Full USPTO retrosynthesis dataset with 1.9M reactions from patents (1976-2016). The task is: Predict the reactants needed to synthesize the given product. Given the product [C:1]([O:5][C:6]([NH:8][C:9]1[N:14]=[CH:13][C:12]([CH2:15][C:16]([C:25]2[N:26]=[CH:27][N:28]([C:33]3[CH:38]=[CH:37][C:36]([N+:39]([O-:41])=[O:40])=[CH:35][CH:34]=3)[CH:29]=2)([C:21]([O:23][CH3:24])=[O:22])[C:17]([O:19][CH3:20])=[O:18])=[CH:11][CH:10]=1)=[O:7])([CH3:4])([CH3:2])[CH3:3], predict the reactants needed to synthesize it. The reactants are: [C:1]([O:5][C:6]([NH:8][C:9]1[N:14]=[CH:13][C:12]([CH2:15][C:16]([C:25]2[N:26]=[CH:27][NH:28][CH:29]=2)([C:21]([O:23][CH3:24])=[O:22])[C:17]([O:19][CH3:20])=[O:18])=[CH:11][CH:10]=1)=[O:7])([CH3:4])([CH3:3])[CH3:2].[H-].[Na+].F[C:33]1[CH:38]=[CH:37][C:36]([N+:39]([O-:41])=[O:40])=[CH:35][CH:34]=1.C([O-])(O)=O.[Na+].